Dataset: Reaction yield outcomes from USPTO patents with 853,638 reactions. Task: Predict the reaction yield, written as a fraction of the theoretical maximum amount of product (1.0 means a 100% yield; for example, 0.34 means a 34% yield). (1) The reactants are [Br:1][C:2]1[C:3]([N:20]2[CH2:25][CH2:24][CH:23]([CH2:26][CH2:27][CH2:28][CH2:29][CH2:30][CH:31]3[CH2:36][CH2:35][NH:34][CH2:33][CH2:32]3)[CH2:22][CH2:21]2)=[N:4][CH:5]=[C:6]([S:8]([NH:11][CH:12]([CH2:16][CH2:17][S:18][CH3:19])[C:13]([OH:15])=[O:14])(=[O:10])=[O:9])[CH:7]=1.CCN(C(C)C)C(C)C.[Br:46][C:47]1[CH:48]=[C:49]([S:53](Cl)(=[O:55])=[O:54])[S:50][C:51]=1[Cl:52]. The catalyst is C(Cl)Cl. The product is [Br:1][C:2]1[C:3]([N:20]2[CH2:21][CH2:22][CH:23]([CH2:26][CH2:27][CH2:28][CH2:29][CH2:30][CH:31]3[CH2:36][CH2:35][N:34]([S:53]([C:49]4[S:50][C:51]([Cl:52])=[C:47]([Br:46])[CH:48]=4)(=[O:55])=[O:54])[CH2:33][CH2:32]3)[CH2:24][CH2:25]2)=[N:4][CH:5]=[C:6]([S:8]([NH:11][CH:12]([CH2:16][CH2:17][S:18][CH3:19])[C:13]([OH:15])=[O:14])(=[O:9])=[O:10])[CH:7]=1. The yield is 0.365. (2) The reactants are [O:1]1[CH2:6][CH2:5][O:4][CH2:3][CH:2]1[CH:7]([OH:34])[C:8]1[C:16]2[N:15]=[C:14]([CH:17]3[CH2:19][CH2:18]3)[N:13]([C:20]([O:22][C:23]([CH3:26])([CH3:25])[CH3:24])=[O:21])[C:12]=2[CH:11]=[C:10]([C:27]2[C:28]([CH3:33])=[N:29][O:30][C:31]=2[CH3:32])[CH:9]=1.CC(OI1(OC(C)=O)(OC(C)=O)OC(=O)C2C=CC=CC1=2)=O. The catalyst is C(Cl)Cl. The product is [CH:17]1([C:14]2[N:13]([C:20]([O:22][C:23]([CH3:24])([CH3:25])[CH3:26])=[O:21])[C:12]3[CH:11]=[C:10]([C:27]4[C:28]([CH3:33])=[N:29][O:30][C:31]=4[CH3:32])[CH:9]=[C:8]([C:7]([CH:2]4[CH2:3][O:4][CH2:5][CH2:6][O:1]4)=[O:34])[C:16]=3[N:15]=2)[CH2:19][CH2:18]1. The yield is 0.750. (3) The reactants are [Br:1][C:2]1[CH:3]=[C:4]2[C:9](=[CH:10][CH:11]=1)[N:8]=[CH:7][N:6]=[C:5]2Cl.[I-:13].[Na+].C(#N)CC. No catalyst specified. The product is [Br:1][C:2]1[CH:3]=[C:4]2[C:9](=[CH:10][CH:11]=1)[N:8]=[CH:7][N:6]=[C:5]2[I:13]. The yield is 1.00. (4) The yield is 0.900. No catalyst specified. The product is [F:1][C:2]1[CH:3]=[CH:4][C:5]([C:8]2[O:12][N:11]=[CH:10][C:9]=2[CH2:13][CH2:14][C:15]([O:17][CH3:23])=[O:16])=[CH:6][CH:7]=1. The reactants are [F:1][C:2]1[CH:7]=[CH:6][C:5]([C:8]2[O:12][N:11]=[CH:10][C:9]=2[CH2:13][CH2:14][C:15]([OH:17])=[O:16])=[CH:4][CH:3]=1.S(=O)(=O)(O)O.[CH3:23]O. (5) The reactants are Cl[C:2]1[CH:7]=[C:6]([Cl:8])[N:5]=[CH:4][N:3]=1.CCN(C(C)C)C(C)C.[CH2:18]([NH2:25])[C:19]1[CH:24]=[CH:23][CH:22]=[CH:21][CH:20]=1.O. The catalyst is CC(O)C. The product is [CH2:18]([NH:25][C:2]1[CH:7]=[C:6]([Cl:8])[N:5]=[CH:4][N:3]=1)[C:19]1[CH:24]=[CH:23][CH:22]=[CH:21][CH:20]=1. The yield is 0.680. (6) The reactants are [Br:1][C:2]1[CH:3]=[CH:4][C:5]([CH3:8])=[N:6][CH:7]=1.OO.C([O-])([O-])=[O:12].[K+].[K+]. The catalyst is C(Cl)Cl.C(O)(=O)C. The product is [Br:1][C:2]1[CH:3]=[CH:4][C:5]([CH3:8])=[N+:6]([O-:12])[CH:7]=1. The yield is 0.990.